From a dataset of Catalyst prediction with 721,799 reactions and 888 catalyst types from USPTO. Predict which catalyst facilitates the given reaction. (1) Reactant: [F:1][C:2]1[CH:8]=[C:7]([I:9])[CH:6]=[CH:5][C:3]=1[NH2:4].N([O-])=O.[Na+].[N-:14]=[N+:15]=[N-].[Na+]. Product: [N:4]([C:3]1[CH:5]=[CH:6][C:7]([I:9])=[CH:8][C:2]=1[F:1])=[N+:14]=[N-:15]. The catalyst class is: 484. (2) Reactant: [CH2:1]=[CH:2][CH2:3][CH:4]([OH:8])[CH2:5][CH:6]=[CH2:7].I[CH3:10].[H-].[Na+]. Product: [CH3:10][O:8][CH:4]([CH2:5][CH:6]=[CH2:7])[CH2:3][CH:2]=[CH2:1]. The catalyst class is: 7.